This data is from Catalyst prediction with 721,799 reactions and 888 catalyst types from USPTO. The task is: Predict which catalyst facilitates the given reaction. (1) Product: [CH2:1]([O:3][C:4]1[CH:9]=[CH:8][C:7]([C:10]([N:12]2[CH2:13][CH2:14][C:15]3([C:29]4[CH:28]=[N:27][N:26]([CH3:30])[C:25]=4[C:24]4[CH:23]=[CH:22][CH:21]=[CH:20][C:19]=4[O:18]3)[CH2:16][CH2:17]2)=[O:11])=[C:6]([O:31][CH:39]([CH3:41])[CH3:40])[CH:5]=1)[CH3:2]. Reactant: [CH2:1]([O:3][C:4]1[CH:9]=[CH:8][C:7]([C:10]([N:12]2[CH2:17][CH2:16][C:15]3([C:29]4[CH:28]=[N:27][N:26]([CH3:30])[C:25]=4[C:24]4[CH:23]=[CH:22][CH:21]=[CH:20][C:19]=4[O:18]3)[CH2:14][CH2:13]2)=[O:11])=[C:6]([OH:31])[CH:5]=1)[CH3:2].C([O-])([O-])=O.[K+].[K+].I[CH:39]([CH3:41])[CH3:40]. The catalyst class is: 3. (2) Reactant: Cl[C:2](Cl)([O:4][C:5](=[O:11])OC(Cl)(Cl)Cl)Cl.[Br:13][C:14]1[CH:19]=[CH:18][C:17]([C:20]2[N:21]=[C:22]([NH:25][C@H:26](C)[CH2:27]O)[S:23][CH:24]=2)=[CH:16][CH:15]=1.C(N(CC)C(C)C)(C)C. Product: [Br:13][C:14]1[CH:15]=[CH:16][C:17]([C:20]2[N:21]=[C:22]([N:25]3[C@H:26]([CH3:27])[CH2:2][O:4][C:5]3=[O:11])[S:23][CH:24]=2)=[CH:18][CH:19]=1. The catalyst class is: 2.